This data is from Drug-target binding data from BindingDB using IC50 measurements. The task is: Regression. Given a target protein amino acid sequence and a drug SMILES string, predict the binding affinity score between them. We predict pIC50 (pIC50 = -log10(IC50 in M); higher means more potent). Dataset: bindingdb_ic50. (1) The compound is O=C(CCN1C(=O)/C(=C\C=C\c2ccccc2)SC1=S)Nc1cccc(C(=O)O)c1. The target protein (P51843) has sequence MAGENHQWQGSILYNMLMSAKQTRAAPEAPETRLVDQCWGCSCGDEPGVGREGLLGGRNVALLYRCCFCGKDHPRQGSILYSMLTSAKQTYAAPKAPEATLGPCWGCSCGSDPGVGRAGLPGGRPVALLYRCCFCGEDHPRQGSILYSLLTSSKQTHVAPAAPEARPGGAWWDRSYFAQRPGGKEALPGGRATALLYRCCFCGEDHPQQGSTLYCVPTSTNQAQAAPEERPRAPWWDTSSGALRPVALKSPQVVCEAASAGLLKTLRFVKYLPCFQVLPLDQQLVLVRNCWASLLMLELAQDRLQFETVEVSEPSMLQKILTTRRRETGGNEPLPVPTLQHHLAPPAEARKVPSASQVQAIKCFLSKCWSLNISTKEYAYLKGTVLFNPDVPGLQCVKYIQGLQWGTQQILSEHTRMTHQGPHDRFIELNSTLFLLRFINANVIAELFFRPIIGTVSMDDMMLEMLCTKI. The pIC50 is 4.2. (2) The target protein sequence is MSDVAIVKEGWLHKRGEYIKTWRPRYFLLKNDGTFIGYKERPQDVDQRCAPLNNFSVAQCQLMKTERPRPNTFIIRCLQWTTVIERTFHVETPEEREEWTTAIQTVADGLKKQEEEEMDFRSGSPSDNSGAEEMEVSLAKPKHRVTMNEFEYLKLLGKGTFGKVILVKEKATGRYYAMKILKKEVIVAKDEVAHTLTENRVLQNSRHPFLTALKYSFQTHDRLCFVMEYANGGELFFHLSRERVFSEDRARFYGAEIVSALDYLHSEKNVVYRDLKLENLMLDKDGHIKITDFGLSKEGIKDGATMKTFSGTPEYLAPEVLEDNDYGRAVDWWGLGVVMYEMMSGRLPFYNQDHEKLFELILMEEIRFPRTLGPEAKSLLSGLLKKDPKQRLGGGSEDAKEIMQHRFFAGIVWQHVYEKKLSPPFKPQVTSETDTRYFDEEFTAQMITITPPDQDDSMECVDSERRPHFPQFSYSASGTA. The compound is O=c1[nH]ccc2nc(-c3ccc(CN4CCC(n5c(=O)[nH]c6cc(Cl)ccc65)CC4)cc3)c(-c3ccccc3)cc12. The pIC50 is 8.0. (3) The small molecule is O=C1COc2cc(CN3CCN(c4ccc(Cl)cc4)CC3)ccc2N1. The target protein (P19328) has sequence MSGPTMDHQEPYSVQATAAIASAITFLILFTIFGNALVILAVLTSRSLRAPQNLFLVSLAAADILVATLIIPFSLANELLGYWYFWRAWCEVYLALDVLFCTSSIVHLCAISLDRYWAVSRALEYNSKRTPRRIKCIILTVWLIAAVISLPPLIYKGDQRPEPRGLPQCELNQEAWYILASSIGSFFAPCLIMILVYLRIYVIAKRSHCRGLGAKRGSGEGESKKPQPVAGGVPTSAKVPTLVSPLSSVGEANGHPKPPREKEEGETPEDPEARALPPTWSALPRSGQGQKKGTSGATAEEGDEEDEEEVEECEPQTLPASPASVCNPPLQQPQTSRVLATLRGQVLLGKNVGVASGQWWRRRTQLSREKRFTFVLAVVIGVFVVCWFPFFFSYSLGAICPQHCKVPHGLFQFFFWIGYCNSSLNPVIYTVFNQDFRRAFRRILCRPWTQTGW. The pIC50 is 6.2. (4) The small molecule is CC(C)=CCC[C@](C)(O[C@@H]1O[C@H](CO)[C@@H](O)[C@H](O)[C@H]1O)[C@H]1CC[C@]2(C)[C@@H]1[C@H](O)C[C@@H]1[C@@]3(C)CC[C@H](O)C(C)(C)[C@@H]3[C@@H](O[C@@H]3O[C@H](CO)[C@@H](O)[C@H](O)[C@H]3O[C@@H]3O[C@@H](C)[C@H](O)[C@@H](O)[C@H]3O)C[C@]12C. The target protein (P11388) has sequence MEVSPLQPVNENMQVNKIKKNEDAKKRLSVERIYQKKTQLEHILLRPDTYIGSVELVTQQMWVYDEDVGINYREVTFVPGLYKIFDEILVNAADNKQRDPKMSCIRVTIDPENNLISIWNNGKGIPVVEHKVEKMYVPALIFGQLLTSSNYDDDEKKVTGGRNGYGAKLCNIFSTKFTVETASREYKKMFKQTWMDNMGRAGEMELKPFNGEDYTCITFQPDLSKFKMQSLDKDIVALMVRRAYDIAGSTKDVKVFLNGNKLPVKGFRSYVDMYLKDKLDETGNSLKVIHEQVNHRWEVCLTMSEKGFQQISFVNSIATSKGGRHVDYVADQIVTKLVDVVKKKNKGGVAVKAHQVKNHMWIFVNALIENPTFDSQTKENMTLQPKSFGSTCQLSEKFIKAAIGCGIVESILNWVKFKAQVQLNKKCSAVKHNRIKGIPKLDDANDAGGRNSTECTLILTEGDSAKTLAVSGLGVVGRDKYGVFPLRGKILNVREASHKQ.... The pIC50 is 3.6. (5) The drug is COC(=O)NC(Cc1ccc(N=C(N)N)cc1)P(=O)(Oc1ccccc1)Oc1ccccc1. The target protein (P19221) has sequence MSHVRGLGLPGCLALAALVSLVHSQHVFLAPQQALSLLQRVRRANSGFLEELRKGNLERECVEEQCSYEEAFEALESPQDTDVFWAKYTVCDSVRKPRETFMDCLEGRCAMDLGVNYLGTVNVTHTGIQCQLWRSRYPHKPEINSTTHPGADLKENFCRNPDSSTTGPWCYTTDPTVRREECSVPVCGQEGRTTVVMTPRSGGSKDNLSPPLGQCLTERGRLYQGNLAVTTLGSPCLPWNSLPAKTLSKYQDFDPEVKLVENFCRNPDWDEEGAWCYVAGQPGDFEYCNLNYCEEAVGEENYDVDESIAGRTTDAEFHTFFNEKTFGLGEADCGLRPLFEKKSLKDTTEKELLDSYIDGRIVEGWDAEKGIAPWQVMLFRKSPQELLCGASLISDRWVLTAAHCILYPPWDKNFTENDLLVRIGKHSRTRYERNVEKISMLEKIYVHPRYNWRENLDRDIALLKLKKPVPFSDYIHPVCLPDKQTVTSLLRAGYKGRVTG.... The pIC50 is 4.4.